Dataset: Retrosynthesis with 50K atom-mapped reactions and 10 reaction types from USPTO. Task: Predict the reactants needed to synthesize the given product. (1) Given the product CCc1cccc(C=O)c1, predict the reactants needed to synthesize it. The reactants are: CCc1cccc(Br)c1.CN(C)C=O. (2) Given the product Cc1cc(-c2ccc(CN)cc2)cnc1N, predict the reactants needed to synthesize it. The reactants are: CC1(C)OB(c2ccc(CN)cc2)OC1(C)C.Cc1cc(Br)cnc1N. (3) Given the product O=C(N[C@H]1CN2CCC1CC2)c1cc2cccc(-c3cccc(C(=O)N4CCCCC4)c3)c2o1, predict the reactants needed to synthesize it. The reactants are: C1CCNCC1.O=C(O)c1cccc(-c2cccc3cc(C(=O)N[C@H]4CN5CCC4CC5)oc23)c1. (4) Given the product N#Cc1ccccc1-c1cc(-c2ccccn2)cn(-c2cccc(CO)c2)c1=O, predict the reactants needed to synthesize it. The reactants are: N#Cc1ccccc1-c1cc(-c2ccccn2)cn(-c2cccc(C=O)c2)c1=O. (5) Given the product Nc1ncnc2c1c(-c1ccc(Oc3ccccc3)cc1)cn2C1CCN(Cc2ncc[nH]2)CC1, predict the reactants needed to synthesize it. The reactants are: Nc1ncnc2c1c(-c1ccc(Oc3ccccc3)cc1)cn2C1CCNCC1.O=Cc1ncc[nH]1.